Dataset: Catalyst prediction with 721,799 reactions and 888 catalyst types from USPTO. Task: Predict which catalyst facilitates the given reaction. (1) Reactant: [CH3:1][C:2]1[N:6]=[C:5]([N:7]2[CH2:16][CH2:15][C:10]3(OCC[O:11]3)[CH2:9][CH2:8]2)[S:4][N:3]=1.Cl.C([O-])(O)=O.[Na+]. Product: [CH3:1][C:2]1[N:6]=[C:5]([N:7]2[CH2:8][CH2:9][C:10](=[O:11])[CH2:15][CH2:16]2)[S:4][N:3]=1. The catalyst class is: 21. (2) Product: [ClH:30].[NH2:32][C:25]([C:22]1[CH:23]=[CH:24][C:19]([C:16]2[CH:17]=[CH:18][C:13]([NH:12][C:10]([C@@H:4]3[CH:5]4[CH2:8][CH2:9][N:2]([CH2:7][CH2:6]4)[CH2:3]3)=[O:11])=[CH:14][CH:15]=2)=[CH:20][CH:21]=1)=[O:26]. The catalyst class is: 1. Reactant: Cl.[N:2]12[CH2:9][CH2:8][CH:5]([CH2:6][CH2:7]1)[C@H:4]([C:10]([NH:12][C:13]1[CH:18]=[CH:17][C:16]([C:19]3[CH:24]=[CH:23][C:22]([C:25](O)=[O:26])=[CH:21][CH:20]=3)=[CH:15][CH:14]=1)=[O:11])[CH2:3]2.S(Cl)([Cl:30])=O.[NH3:32]. (3) Reactant: [CH3:1][S:2][CH3:3].[C:4](OOC(=O)C1C=CC=CC=1)(=[O:11])C1C=CC=CC=1.[CH2:22]([NH:24][CH2:25][CH3:26])[CH3:23]. Product: [CH3:1][S:2][CH2:3][O:11][CH:4]1[CH2:26][CH2:25][NH:24][CH2:22][CH2:23]1. The catalyst class is: 115. (4) Reactant: CN(C)C=O.[F:6][C:7]1[CH:33]=[CH:32][C:10]([CH2:11][O:12][C:13]2[CH:29]=[CH:28][C:16]3[C:17]([CH2:20][CH2:21][CH:22]4[CH2:27][CH2:26][NH:25][CH2:24][CH2:23]4)=[N:18][O:19][C:15]=3[C:14]=2[CH2:30][OH:31])=[CH:9][CH:8]=1.C(=O)(O)[O-].[Na+].Br[CH2:40][CH:41]1[O:45][CH2:44][CH2:43][O:42]1. Product: [O:42]1[CH2:43][CH2:44][O:45][CH:41]1[CH2:40][N:25]1[CH2:24][CH2:23][CH:22]([CH2:21][CH2:20][C:17]2[C:16]3[CH:28]=[CH:29][C:13]([O:12][CH2:11][C:10]4[CH:9]=[CH:8][C:7]([F:6])=[CH:33][CH:32]=4)=[C:14]([CH2:30][OH:31])[C:15]=3[O:19][N:18]=2)[CH2:27][CH2:26]1. The catalyst class is: 6. (5) Reactant: [CH3:1][C:2]1[N:7]=[C:6]([S:8][CH3:9])[NH:5][C:4](=O)[C:3]=1[CH:11]([CH3:13])[CH3:12].P(Cl)(Cl)([Cl:16])=O. Product: [Cl:16][C:4]1[C:3]([CH:11]([CH3:13])[CH3:12])=[C:2]([CH3:1])[N:7]=[C:6]([S:8][CH3:9])[N:5]=1. The catalyst class is: 22. (6) The catalyst class is: 5. Reactant: [F:1][C:2]([F:10])([F:9])[C:3]([CH2:5][C:6](=O)[CH3:7])=O.[NH2:11][NH2:12]. Product: [CH3:7][C:6]1[NH:12][N:11]=[C:3]([C:2]([F:10])([F:9])[F:1])[CH:5]=1. (7) Reactant: [CH:1]1([CH:5]([C:13]2[CH:18]=[CH:17][CH:16]=[CH:15][CH:14]=2)[NH:6]S(C(C)(C)C)=O)[CH2:4][CH2:3][CH2:2]1.[ClH:19]. Product: [ClH:19].[CH:1]1([C@@H:5]([C:13]2[CH:14]=[CH:15][CH:16]=[CH:17][CH:18]=2)[NH2:6])[CH2:2][CH2:3][CH2:4]1. The catalyst class is: 12. (8) Reactant: [C:1]([O:5][C:6]([CH2:8][C@H:9]1[CH2:14][CH2:13][C@H:12]([C:15]2[CH:23]=[CH:22][C:18]([C:19]([OH:21])=O)=[CH:17][CH:16]=2)[CH2:11][CH2:10]1)=[O:7])([CH3:4])([CH3:3])[CH3:2].C1N=CN(C(N2C=NC=C2)=O)C=1.[CH2:36]([C:43]1[O:47][N:46]=[C:45]([NH2:48])[N:44]=1)[C:37]1[CH:42]=[CH:41][CH:40]=[CH:39][CH:38]=1.C1CCN2C(=NCCC2)CC1. Product: [CH2:36]([C:43]1[O:47][N:46]=[C:45]([NH:48][C:19]([C:18]2[CH:22]=[CH:23][C:15]([C@H:12]3[CH2:13][CH2:14][C@H:9]([CH2:8][C:6]([O:5][C:1]([CH3:2])([CH3:4])[CH3:3])=[O:7])[CH2:10][CH2:11]3)=[CH:16][CH:17]=2)=[O:21])[N:44]=1)[C:37]1[CH:38]=[CH:39][CH:40]=[CH:41][CH:42]=1. The catalyst class is: 434. (9) Reactant: [C@@H:1]1([O:12][C:13]2[C:17]([CH2:18][C:19]3[CH:24]=[CH:23][C:22]([CH:25]4[CH2:27][CH2:26]4)=[CH:21][CH:20]=3)=[C:16]([CH3:28])[NH:15][N:14]=2)[O:9][C@H:8]([CH2:10][OH:11])[C@@H:6]([OH:7])[C@H:4]([OH:5])[C@H:2]1[OH:3].C(=O)([O-])[O-].[Cs+].[Cs+].I[CH:36]([CH3:38])[CH3:37].O. Product: [C@@H:1]1([O:12][C:13]2[C:17]([CH2:18][C:19]3[CH:20]=[CH:21][C:22]([CH:25]4[CH2:27][CH2:26]4)=[CH:23][CH:24]=3)=[C:16]([CH3:28])[N:15]([CH:36]([CH3:38])[CH3:37])[N:14]=2)[O:9][C@H:8]([CH2:10][OH:11])[C@@H:6]([OH:7])[C@H:4]([OH:5])[C@H:2]1[OH:3]. The catalyst class is: 9.